From a dataset of Reaction yield outcomes from USPTO patents with 853,638 reactions. Predict the reaction yield, written as a fraction of the theoretical maximum amount of product (1.0 means a 100% yield; for example, 0.34 means a 34% yield). (1) The reactants are [OH:1][C:2]1[CH:24]=[CH:23][C:22]([CH:25]=[CH:26][C:27]2[CH:32]=[CH:31][CH:30]=[CH:29][CH:28]=2)=[CH:21][C:3]=1[C:4]([NH:6][C:7]1[CH:12]=[C:11]([C:13]([F:16])([F:15])[F:14])[CH:10]=[C:9]([C:17]([F:20])([F:19])[F:18])[CH:8]=1)=[O:5].[N:33]1([C:39](Cl)=[O:40])[CH2:38][CH2:37][O:36][CH2:35][CH2:34]1. No catalyst specified. The product is [O:36]1[CH2:37][CH2:38][N:33]([C:39]([O:1][C:2]2[CH:24]=[CH:23][C:22]([CH:25]=[CH:26][C:27]3[CH:28]=[CH:29][CH:30]=[CH:31][CH:32]=3)=[CH:21][C:3]=2[C:4]([NH:6][C:7]2[CH:8]=[C:9]([C:17]([F:18])([F:19])[F:20])[CH:10]=[C:11]([C:13]([F:14])([F:15])[F:16])[CH:12]=2)=[O:5])=[O:40])[CH2:34][CH2:35]1. The yield is 0.995. (2) The yield is 0.830. The catalyst is [Pd]. The product is [C:6]([OH:5])(=[O:7])[CH3:18].[CH3:17][C:10]1[C:11]([C:13]([NH2:15])=[NH:14])=[CH:12][NH:8][N:9]=1. The reactants are C([O:5][C:6]([N:8]1[CH:12]=[C:11]([C:13](=[N:15]O)[NH2:14])[C:10]([CH3:17])=[N:9]1)=[O:7])(C)(C)C.[CH3:18]O.